Dataset: Catalyst prediction with 721,799 reactions and 888 catalyst types from USPTO. Task: Predict which catalyst facilitates the given reaction. (1) Reactant: [CH2:1]([O:3][C:4]([N:6]1[C:14]2[C:9](=[CH:10][C:11]([Cl:15])=[CH:12][CH:13]=2)[CH:8]=[C:7]1[O:16]C(OCC)=O)=[O:5])[CH3:2].Cl. Product: [CH2:1]([O:3][C:4]([N:6]1[C:14]2[C:9](=[CH:10][C:11]([Cl:15])=[CH:12][CH:13]=2)[CH:8]([C:4]([O:3][CH2:1][CH3:2])=[O:5])[C:7]1=[O:16])=[O:5])[CH3:2]. The catalyst class is: 35. (2) Reactant: [CH2:1]([O:8][C:9]1[C:10]([C:29](O)=[O:30])=[N:11][C:12]([CH2:16][C:17]2([C:22]3[CH:27]=[CH:26][C:25]([Cl:28])=[CH:24][CH:23]=3)[CH2:21][CH2:20][CH2:19][CH2:18]2)=[N:13][C:14]=1[OH:15])[C:2]1[CH:7]=[CH:6][CH:5]=[CH:4][CH:3]=1.[Si:32]([O:39][CH2:40][CH2:41][NH:42][C:43]1[CH:48]=[CH:47][CH:46]=[CH:45][CH:44]=1)([C:35]([CH3:38])([CH3:37])[CH3:36])([CH3:34])[CH3:33].O=P(Cl)(Cl)Cl.C(O)CO.C(=O)=O. Product: [CH2:1]([O:8][C:9]1[C:10]([C:29]([N:42]([CH2:41][CH2:40][O:39][Si:32]([C:35]([CH3:38])([CH3:37])[CH3:36])([CH3:33])[CH3:34])[C:43]2[CH:48]=[CH:47][CH:46]=[CH:45][CH:44]=2)=[O:30])=[N:11][C:12]([CH2:16][C:17]2([C:22]3[CH:27]=[CH:26][C:25]([Cl:28])=[CH:24][CH:23]=3)[CH2:21][CH2:20][CH2:19][CH2:18]2)=[N:13][C:14]=1[OH:15])[C:2]1[CH:3]=[CH:4][CH:5]=[CH:6][CH:7]=1. The catalyst class is: 228. (3) Reactant: [C:1]([C:3]1[C:8]2[N:9]=[C:10]([N:12]([CH3:21])[CH2:13][CH2:14][CH2:15][C:16]([N:18]([CH3:20])[CH3:19])=[O:17])[O:11][C:7]=2[C:6](F)=[C:5]([C:23]2[CH:28]=[CH:27][CH:26]=[CH:25][CH:24]=2)[C:4]=1[CH3:29])#[N:2].C(N(CC)CC)C.[CH3:37][N:38]([CH3:44])[C@H:39]1[CH2:43][CH2:42][NH:41][CH2:40]1. Product: [C:1]([C:3]1[C:8]2[N:9]=[C:10]([N:12]([CH3:21])[CH2:13][CH2:14][CH2:15][C:16]([N:18]([CH3:20])[CH3:19])=[O:17])[O:11][C:7]=2[C:6]([N:41]2[CH2:42][CH2:43][C@H:39]([N:38]([CH3:44])[CH3:37])[CH2:40]2)=[C:5]([C:23]2[CH:28]=[CH:27][CH:26]=[CH:25][CH:24]=2)[C:4]=1[CH3:29])#[N:2]. The catalyst class is: 633. (4) Reactant: [Si:1]([O:8][CH2:9][CH2:10][O:11][C:12]1[CH:17]=[CH:16][C:15]([NH:18][C:19](=[O:33])[C:20]([O:23][C:24]2[CH:29]=[CH:28][C:27]([CH:30]3[CH2:32][CH2:31]3)=[CH:26][CH:25]=2)=[CH:21][CH3:22])=[CH:14][C:13]=1[O:34][CH:35]([F:37])[F:36])([C:4]([CH3:7])([CH3:6])[CH3:5])([CH3:3])[CH3:2].[H-].[Na+].[CH2:40](Br)[CH:41]=[CH2:42]. Product: [CH2:42]([N:18]([C:15]1[CH:16]=[CH:17][C:12]([O:11][CH2:10][CH2:9][O:8][Si:1]([C:4]([CH3:7])([CH3:5])[CH3:6])([CH3:3])[CH3:2])=[C:13]([O:34][CH:35]([F:36])[F:37])[CH:14]=1)[C:19](=[O:33])[C:20]([O:23][C:24]1[CH:25]=[CH:26][C:27]([CH:30]2[CH2:31][CH2:32]2)=[CH:28][CH:29]=1)=[CH:21][CH3:22])[CH:41]=[CH2:40]. The catalyst class is: 18. (5) Reactant: [C:1]1([CH3:15])[CH:6]=[CH:5][CH:4]=[CH:3][C:2]=1[C:7]1[CH:8]=[C:9]([C:12]([OH:14])=O)[S:10][CH:11]=1.[Li]CC[CH2:19][CH3:20].C(I)C.CN([C:27]([O:31][N:32]1N=NC2C=CC=C[C:33]1=2)=[N+](C)C)C.[B-](F)(F)(F)F.CNOC.CCN(C(C)C)C(C)C. Product: [CH3:27][O:31][N:32]([CH3:33])[C:12]([C:9]1[S:10][C:11]([CH2:19][CH3:20])=[C:7]([C:2]2[CH:3]=[CH:4][CH:5]=[CH:6][C:1]=2[CH3:15])[CH:8]=1)=[O:14]. The catalyst class is: 721. (6) Reactant: [C:1]([O:5][C:6]([NH:8][CH2:9][C:10]([C:12]1[CH:17]=[CH:16][CH:15]=[CH:14][CH:13]=1)=O)=[O:7])([CH3:4])([CH3:3])[CH3:2].Cl.[NH2:19][NH:20][C:21]([NH2:23])=[S:22].O. Product: [C:1]([O:5][C:6]([NH:8][CH2:9][C:10](=[N:19][NH:20][C:21]([NH2:23])=[S:22])[C:12]1[CH:17]=[CH:16][CH:15]=[CH:14][CH:13]=1)=[O:7])([CH3:4])([CH3:3])[CH3:2]. The catalyst class is: 5. (7) Reactant: C(OC([N:8]1[CH2:12][CH2:11][CH2:10][C@H:9]1[C:13]#[C:14][C:15]1[CH:16]=[N:17][CH:18]=[CH:19][CH:20]=1)=O)(C)(C)C.Cl. Product: [N:17]1[CH:18]=[CH:19][CH:20]=[C:15]([C:14]#[C:13][C@@H:9]2[CH2:10][CH2:11][CH2:12][NH:8]2)[CH:16]=1. The catalyst class is: 13. (8) Reactant: [O:1]1[C:6]2[CH:7]=[CH:8][CH:9]=[C:10]([N:11]3[CH2:16][CH2:15][N:14]([CH2:17][CH2:18][CH:19]([CH:31]4OCC[O:32]4)[C:20]4[CH:25]=[CH:24][CH:23]=[CH:22][C:21]=4[O:26][C:27]([F:30])([F:29])[F:28])[CH2:13][CH2:12]3)[C:5]=2[O:4][CH2:3][CH2:2]1.O.C1(C)C=CC(S(O)(=O)=O)=CC=1.O. Product: [O:1]1[C:6]2[CH:7]=[CH:8][CH:9]=[C:10]([N:11]3[CH2:12][CH2:13][N:14]([CH2:17][CH2:18][CH:19]([CH:31]=[O:32])[C:20]4[CH:25]=[CH:24][CH:23]=[CH:22][C:21]=4[O:26][C:27]([F:28])([F:30])[F:29])[CH2:15][CH2:16]3)[C:5]=2[O:4][CH2:3][CH2:2]1. The catalyst class is: 12. (9) Reactant: [F:1][C:2]([F:13])([F:12])[C:3]1[CH:4]=[C:5]([CH:9]=[CH:10][N:11]=1)[C:6]([OH:8])=O.C(Cl)CCl.C1C=CC2N(O)N=NC=2C=1.[NH2:28][C:29]1[CH:30]=[CH:31][C:32]([CH3:50])=[C:33]([C:35]2[CH:40]=[C:39]([N:41]3[CH2:46][CH2:45][O:44][CH2:43][CH2:42]3)[N:38]=[C:37]([NH:47][CH2:48][CH3:49])[N:36]=2)[CH:34]=1. Product: [CH2:48]([NH:47][C:37]1[N:36]=[C:35]([C:33]2[CH:34]=[C:29]([NH:28][C:6](=[O:8])[C:5]3[CH:9]=[CH:10][N:11]=[C:3]([C:2]([F:1])([F:13])[F:12])[CH:4]=3)[CH:30]=[CH:31][C:32]=2[CH3:50])[CH:40]=[C:39]([N:41]2[CH2:42][CH2:43][O:44][CH2:45][CH2:46]2)[N:38]=1)[CH3:49]. The catalyst class is: 3.